This data is from NCI-60 drug combinations with 297,098 pairs across 59 cell lines. The task is: Regression. Given two drug SMILES strings and cell line genomic features, predict the synergy score measuring deviation from expected non-interaction effect. (1) Drug 1: C1CC(C1)(C(=O)O)C(=O)O.[NH2-].[NH2-].[Pt+2]. Drug 2: C1=CC=C(C=C1)NC(=O)CCCCCCC(=O)NO. Cell line: SF-295. Synergy scores: CSS=18.6, Synergy_ZIP=-1.11, Synergy_Bliss=5.11, Synergy_Loewe=-0.433, Synergy_HSA=3.08. (2) Drug 1: CC1CCC2CC(C(=CC=CC=CC(CC(C(=O)C(C(C(=CC(C(=O)CC(OC(=O)C3CCCCN3C(=O)C(=O)C1(O2)O)C(C)CC4CCC(C(C4)OC)O)C)C)O)OC)C)C)C)OC. Drug 2: C#CCC(CC1=CN=C2C(=N1)C(=NC(=N2)N)N)C3=CC=C(C=C3)C(=O)NC(CCC(=O)O)C(=O)O. Cell line: MDA-MB-435. Synergy scores: CSS=46.7, Synergy_ZIP=4.95, Synergy_Bliss=0.540, Synergy_Loewe=-21.8, Synergy_HSA=-1.64. (3) Drug 1: CC1=C(C=C(C=C1)NC2=NC=CC(=N2)N(C)C3=CC4=NN(C(=C4C=C3)C)C)S(=O)(=O)N.Cl. Drug 2: CC1C(C(CC(O1)OC2CC(CC3=C2C(=C4C(=C3O)C(=O)C5=CC=CC=C5C4=O)O)(C(=O)C)O)N)O. Cell line: OVCAR3. Synergy scores: CSS=41.5, Synergy_ZIP=0.740, Synergy_Bliss=5.45, Synergy_Loewe=-30.0, Synergy_HSA=4.97. (4) Drug 1: CC1=CC=C(C=C1)C2=CC(=NN2C3=CC=C(C=C3)S(=O)(=O)N)C(F)(F)F. Drug 2: CC1C(C(CC(O1)OC2CC(OC(C2O)C)OC3=CC4=CC5=C(C(=O)C(C(C5)C(C(=O)C(C(C)O)O)OC)OC6CC(C(C(O6)C)O)OC7CC(C(C(O7)C)O)OC8CC(C(C(O8)C)O)(C)O)C(=C4C(=C3C)O)O)O)O. Cell line: A549. Synergy scores: CSS=44.3, Synergy_ZIP=0.699, Synergy_Bliss=1.12, Synergy_Loewe=-5.14, Synergy_HSA=0.185. (5) Drug 1: CC(C1=C(C=CC(=C1Cl)F)Cl)OC2=C(N=CC(=C2)C3=CN(N=C3)C4CCNCC4)N. Drug 2: N.N.Cl[Pt+2]Cl. Cell line: BT-549. Synergy scores: CSS=-5.14, Synergy_ZIP=3.07, Synergy_Bliss=-0.326, Synergy_Loewe=-4.87, Synergy_HSA=-4.62. (6) Drug 1: CCN(CC)CCNC(=O)C1=C(NC(=C1C)C=C2C3=C(C=CC(=C3)F)NC2=O)C. Synergy scores: CSS=27.5, Synergy_ZIP=-5.40, Synergy_Bliss=-4.62, Synergy_Loewe=-9.85, Synergy_HSA=-5.17. Drug 2: CN(CCCl)CCCl.Cl. Cell line: NCI-H522. (7) Drug 2: B(C(CC(C)C)NC(=O)C(CC1=CC=CC=C1)NC(=O)C2=NC=CN=C2)(O)O. Cell line: SK-MEL-5. Drug 1: C1=NC2=C(N1)C(=S)N=C(N2)N. Synergy scores: CSS=23.6, Synergy_ZIP=1.10, Synergy_Bliss=0.708, Synergy_Loewe=-2.76, Synergy_HSA=-2.33. (8) Drug 1: CC1=CC2C(CCC3(C2CCC3(C(=O)C)OC(=O)C)C)C4(C1=CC(=O)CC4)C. Drug 2: C1CN1P(=S)(N2CC2)N3CC3. Cell line: NCI-H226. Synergy scores: CSS=6.18, Synergy_ZIP=3.08, Synergy_Bliss=3.96, Synergy_Loewe=-3.34, Synergy_HSA=-1.75. (9) Drug 2: CC1=C(C=C(C=C1)NC(=O)C2=CC=C(C=C2)CN3CCN(CC3)C)NC4=NC=CC(=N4)C5=CN=CC=C5. Cell line: NCI-H460. Drug 1: C1=CC(=CC=C1CCC2=CNC3=C2C(=O)NC(=N3)N)C(=O)NC(CCC(=O)O)C(=O)O. Synergy scores: CSS=39.9, Synergy_ZIP=2.94, Synergy_Bliss=1.39, Synergy_Loewe=-21.2, Synergy_HSA=0.563. (10) Drug 1: C(CC(=O)O)C(=O)CN.Cl. Drug 2: C1CN(P(=O)(OC1)NCCCl)CCCl. Cell line: A498. Synergy scores: CSS=0.546, Synergy_ZIP=-0.848, Synergy_Bliss=1.58, Synergy_Loewe=-2.40, Synergy_HSA=-2.27.